From a dataset of Catalyst prediction with 721,799 reactions and 888 catalyst types from USPTO. Predict which catalyst facilitates the given reaction. Reactant: [C:1]([OH:9])(=O)[C:2]1[CH:7]=[CH:6][CH:5]=[CH:4][CH:3]=1.C(C1NC=CN=1)(C1NC=CN=1)=O.[Cl:22][C:23]1[CH:42]=[CH:41][C:26]2[NH:27][C:28]([C:30]3[CH:40]=[CH:39][C:33](/[C:34](=[N:37]/[H])/[NH:35]O)=[CH:32][CH:31]=3)=[N:29][C:25]=2[CH:24]=1. Product: [Cl:22][C:23]1[CH:42]=[CH:41][C:26]2[NH:27][C:28]([C:30]3[CH:31]=[CH:32][C:33]([C:34]4[N:37]=[C:1]([C:2]5[CH:3]=[CH:4][CH:5]=[CH:6][CH:7]=5)[O:9][N:35]=4)=[CH:39][CH:40]=3)=[N:29][C:25]=2[CH:24]=1. The catalyst class is: 3.